From a dataset of Catalyst prediction with 721,799 reactions and 888 catalyst types from USPTO. Predict which catalyst facilitates the given reaction. (1) Reactant: [CH3:1]OC(C)(C)C.BrC1[C:20]([C:21]([CH3:24])([CH3:23])[CH3:22])=[CH:19][C:18]2[C:17]3[C:12](=[CH:13][C:14](Br)=[C:15]([C:25]([CH3:28])([CH3:27])[CH3:26])[CH:16]=3)[CH2:11][C:10]=2[CH:9]=1.C[Mg]Br.Cl.C(O[CH2:37][CH3:38])C. Product: [CH3:1][C:14]1[C:15]([C:25]([CH3:27])([CH3:26])[CH3:28])=[CH:16][C:17]2[C:18]3[C:10](=[CH:9][C:37]([CH3:38])=[C:20]([C:21]([CH3:22])([CH3:24])[CH3:23])[CH:19]=3)[CH2:11][C:12]=2[CH:13]=1. The catalyst class is: 462. (2) Reactant: C(N(CC)CC)C.[CH3:8][O:9][C:10]1[CH:11]=[C:12]2[C:17](=[CH:18][CH:19]=1)[CH:16]=[C:15]([C:20](=[O:23])[CH2:21][NH3+:22])[CH:14]=[CH:13]2.[Cl-].[CH3:25][N:26]1[C:34]2[C:29](=[CH:30][CH:31]=[CH:32][CH:33]=2)[C:28]([C:35](Cl)=[O:36])=[CH:27]1. Product: [CH3:25][N:26]1[C:34]2[C:29](=[CH:30][CH:31]=[CH:32][CH:33]=2)[C:28]([C:35]([NH:22][CH2:21][C:20]([C:15]2[CH:14]=[CH:13][C:12]3[C:17](=[CH:18][CH:19]=[C:10]([O:9][CH3:8])[CH:11]=3)[CH:16]=2)=[O:23])=[O:36])=[CH:27]1. The catalyst class is: 2. (3) Reactant: Br[C:2]1[CH:3]=[C:4]([CH:15]=[CH:16][C:17]=1[O:18][CH3:19])[C:5]([N:7]([CH3:14])[C:8]1[CH:9]=[N:10][CH:11]=[CH:12][CH:13]=1)=[O:6].[NH:20]1[CH:24]=[CH:23][CH:22]=[N:21]1.C(=O)([O-])[O-].[K+].[K+].OC1C=CC=C2C=1N=CC=C2. Product: [CH3:19][O:18][C:17]1[CH:16]=[CH:15][C:4]([C:5]([N:7]([CH3:14])[C:8]2[CH:9]=[N:10][CH:11]=[CH:12][CH:13]=2)=[O:6])=[CH:3][C:2]=1[N:20]1[CH:24]=[CH:23][CH:22]=[N:21]1. The catalyst class is: 122. (4) Reactant: [CH3:1][O:2][C:3]1[CH:12]=[CH:11][CH:10]=[CH:9][C:4]=1[C:5]([NH:7][NH2:8])=[O:6].[C:13]([O:17][C:18]([NH:20][C@@H:21]([CH3:43])[C:22]([NH:24][CH2:25][C:26]1[S:30][CH:29]=[C:28]([N:31]2[C:35]([C:36](O)=[O:37])=[CH:34][C:33]([C:39]([F:42])([F:41])[F:40])=[N:32]2)[CH:27]=1)=[O:23])=[O:19])([CH3:16])([CH3:15])[CH3:14].C(Cl)CCl. Product: [CH3:1][O:2][C:3]1[CH:12]=[CH:11][CH:10]=[CH:9][C:4]=1[C:5]([NH:7][NH:8][C:36]([C:35]1[N:31]([C:28]2[CH:27]=[C:26]([CH2:25][NH:24][C:22](=[O:23])[C@@H:21]([NH:20][C:18](=[O:19])[O:17][C:13]([CH3:16])([CH3:14])[CH3:15])[CH3:43])[S:30][CH:29]=2)[N:32]=[C:33]([C:39]([F:40])([F:42])[F:41])[CH:34]=1)=[O:37])=[O:6]. The catalyst class is: 154. (5) Reactant: [C:1]([C:4]1[C:12]2[O:11][CH2:10][CH:9]([C:13]3[CH:18]=[CH:17][C:16]([CH:19]([CH3:21])[CH3:20])=[CH:15][CH:14]=3)[C:8]=2[C:7]([CH3:22])=[C:6]([NH:23]C=O)[C:5]=1[CH3:26])(=[O:3])[CH3:2].Cl.C(=O)(O)[O-].[Na+]. Product: [C:1]([C:4]1[C:12]2[O:11][CH2:10][CH:9]([C:13]3[CH:18]=[CH:17][C:16]([CH:19]([CH3:21])[CH3:20])=[CH:15][CH:14]=3)[C:8]=2[C:7]([CH3:22])=[C:6]([NH2:23])[C:5]=1[CH3:26])(=[O:3])[CH3:2]. The catalyst class is: 5. (6) Reactant: [F:1][C:2]([F:14])([F:13])[C:3]1[CH:8]=[CH:7][CH:6]=[CH:5][C:4]=1[NH:9][C:10]([NH2:12])=[S:11].CCN(C(C)C)C(C)C.Br[CH:25]([C:31](OCC)=[O:32])[C:26]([O:28][CH2:29][CH3:30])=[O:27]. Product: [O:32]=[C:31]1[CH:25]([C:26]([O:28][CH2:29][CH3:30])=[O:27])[S:11][C:10]([NH:9][C:4]2[CH:5]=[CH:6][CH:7]=[CH:8][C:3]=2[C:2]([F:13])([F:1])[F:14])=[N:12]1. The catalyst class is: 351.